From a dataset of Forward reaction prediction with 1.9M reactions from USPTO patents (1976-2016). Predict the product of the given reaction. Given the reactants [F:1][C:2]1[CH:7]=[CH:6][C:5]([CH2:8][C:9](=O)[CH3:10])=[C:4]([N+:12]([O-])=O)[CH:3]=1.C(OCCO)C.[H][H], predict the reaction product. The product is: [F:1][C:2]1[CH:3]=[C:4]2[C:5]([CH:8]=[C:9]([CH3:10])[NH:12]2)=[CH:6][CH:7]=1.